Dataset: Forward reaction prediction with 1.9M reactions from USPTO patents (1976-2016). Task: Predict the product of the given reaction. (1) Given the reactants CC1(C)[O:6][C@H:5]([CH2:7][N:8]2[CH:12]=[CH:11][C:10]([NH:13][C:14](=[O:35])[C@@H:15]([N:20]3[CH2:24][C:23]([O:25][C:26]4[CH:31]=[CH:30][C:29]([O:32][CH3:33])=[CH:28][CH:27]=4)=[CH:22][C:21]3=[O:34])[CH2:16][CH:17]([CH3:19])[CH3:18])=[N:9]2)[CH2:4][O:3]1.O.C1(C)C=CC(S(O)(=O)=O)=CC=1, predict the reaction product. The product is: [OH:6][C@@H:5]([CH2:4][OH:3])[CH2:7][N:8]1[CH:12]=[CH:11][C:10]([NH:13][C:14](=[O:35])[C@@H:15]([N:20]2[CH2:24][C:23]([O:25][C:26]3[CH:27]=[CH:28][C:29]([O:32][CH3:33])=[CH:30][CH:31]=3)=[CH:22][C:21]2=[O:34])[CH2:16][CH:17]([CH3:19])[CH3:18])=[N:9]1. (2) Given the reactants C([NH:8][C@H]1CCCC[C@H]1CO)C1C=CC=CC=1.[C:17]([C:19]1[CH:24]=[CH:23][C:22]([N:25]2[C:29]([C:30]3[C:31](=[O:49])[N:32]([CH3:48])[C:33](=[O:47])[N:34]([C:37]4[CH:42]=[CH:41][CH:40]=[C:39]([C:43]([F:46])([F:45])[F:44])[CH:38]=4)[C:35]=3[CH3:36])=[C:28]([S:50]([OH:53])(=O)=[O:51])[CH:27]=[N:26]2)=[CH:21][CH:20]=1)#[N:18].P(Cl)(Cl)(Cl)=O.O.N, predict the reaction product. The product is: [C:17]([C:19]1[CH:24]=[CH:23][C:22]([N:25]2[C:29]([C:30]3[C:31](=[O:49])[N:32]([CH3:48])[C:33](=[O:47])[N:34]([C:37]4[CH:42]=[CH:41][CH:40]=[C:39]([C:43]([F:46])([F:45])[F:44])[CH:38]=4)[C:35]=3[CH3:36])=[C:28]([S:50]([NH2:8])(=[O:53])=[O:51])[CH:27]=[N:26]2)=[CH:21][CH:20]=1)#[N:18]. (3) The product is: [CH3:1][C:2]1[N:6]=[C:5]([C:7]2[C:8]3[CH2:19][CH2:18][CH2:17][CH2:16][C:9]=3[S:10][C:11]=2[NH2:12])[O:4][N:3]=1. Given the reactants [CH3:1][C:2]1[N:6]=[C:5]([C:7]2[C:8]3[CH2:19][CH2:18][CH2:17][CH2:16][C:9]=3[S:10][C:11]=2[NH:12]C(=O)C)[O:4][N:3]=1.C[O-].[Na+], predict the reaction product. (4) Given the reactants O.[NH2:2][NH2:3].[CH3:4][O:5][C:6]1[CH:13]=[CH:12][C:9]([CH2:10][Cl:11])=[CH:8][CH:7]=1, predict the reaction product. The product is: [ClH:11].[ClH:11].[CH3:4][O:5][C:6]1[CH:13]=[CH:12][C:9]([CH2:10][NH:2][NH2:3])=[CH:8][CH:7]=1.